From a dataset of Reaction yield outcomes from USPTO patents with 853,638 reactions. Predict the reaction yield, written as a fraction of the theoretical maximum amount of product (1.0 means a 100% yield; for example, 0.34 means a 34% yield). (1) The reactants are [F:1][C@@H:2]1[CH2:6][CH2:5][N:4]([C:7]2[N:16]=[CH:15][CH:14]=[CH:13][C:8]=2[C:9](OC)=[O:10])[CH2:3]1.[H-].[Al+3].[Li+].[H-].[H-].[H-].O.[OH-].[Na+]. The catalyst is C1COCC1. The product is [F:1][C@@H:2]1[CH2:6][CH2:5][N:4]([C:7]2[C:8]([CH2:9][OH:10])=[CH:13][CH:14]=[CH:15][N:16]=2)[CH2:3]1. The yield is 0.920. (2) The yield is 0.990. The catalyst is O1CCCC1. The reactants are [NH2:1][CH2:2][CH2:3][C:4]1[CH:9]=[CH:8][CH:7]=[CH:6][N:5]=1.[C:10](O[C:10]([O:12][C:13]([CH3:16])([CH3:15])[CH3:14])=[O:11])([O:12][C:13]([CH3:16])([CH3:15])[CH3:14])=[O:11]. The product is [N:5]1[CH:6]=[CH:7][CH:8]=[CH:9][C:4]=1[CH2:3][CH2:2][NH:1][C:10](=[O:11])[O:12][C:13]([CH3:16])([CH3:15])[CH3:14]. (3) The reactants are [OH:1][CH2:2][CH2:3][NH:4][CH2:5][CH2:6][N:7]1[C:15]2[C:10](=[CH:11][C:12]([O:16][CH3:17])=[CH:13][CH:14]=2)[C:9]([CH:18]=O)=[C:8]1[C:20]1[C:21]([CH3:27])=[N:22][N:23]([CH3:26])[C:24]=1[CH3:25].[CH3:28][NH:29][C:30]([NH:32][C:33]1[CH:34]=[CH:35][C:36]2[O:40][CH2:39][C:38](=[O:41])[C:37]=2[CH:42]=1)=[O:31].C([O-])([O-])=O.[Na+].[Na+]. The catalyst is Cl.CCO. The product is [OH:1][CH2:2][CH2:3][NH:4][CH2:5][CH2:6][N:7]1[C:15]2[C:10](=[CH:11][C:12]([O:16][CH3:17])=[CH:13][CH:14]=2)[C:9](/[CH:18]=[C:39]2\[O:40][C:36]3[CH:35]=[CH:34][C:33]([NH:32][C:30]([NH:29][CH3:28])=[O:31])=[CH:42][C:37]=3[C:38]\2=[O:41])=[C:8]1[C:20]1[C:21]([CH3:27])=[N:22][N:23]([CH3:26])[C:24]=1[CH3:25]. The yield is 0.0900.